Dataset: Reaction yield outcomes from USPTO patents with 853,638 reactions. Task: Predict the reaction yield, written as a fraction of the theoretical maximum amount of product (1.0 means a 100% yield; for example, 0.34 means a 34% yield). (1) The reactants are Cl[C:2]1[N:3]=[C:4]([N:13]2[CH2:18][CH2:17][O:16][CH2:15][CH2:14]2)[C:5]2[S:10][C:9]([CH2:11][NH2:12])=[CH:8][C:6]=2[N:7]=1.[C:19]([OH:29])(=O)[C:20]1[CH:25]=[CH:24][C:23]([O:26][CH3:27])=[CH:22][CH:21]=1.CN(C(ON1N=N[C:40]2[CH:41]=CC=N[C:39]1=2)=[N+](C)C)C.F[P-](F)(F)(F)(F)F.CC[N:56]([CH:60]([CH3:62])[CH3:61])C(C)C.NO.O.[CH3:66][N:67](C=O)C. The catalyst is C([O-])(O)=O.[Na+]. The yield is 0.380. The product is [NH:56]1[C:60]2[C:61](=[C:39]([C:2]3[N:3]=[C:4]([N:13]4[CH2:18][CH2:17][O:16][CH2:15][CH2:14]4)[C:5]4[S:10][C:9]([CH2:11][NH:12][C:19](=[O:29])[C:20]5[CH:21]=[CH:22][C:23]([O:26][CH3:27])=[CH:24][CH:25]=5)=[CH:8][C:6]=4[N:7]=3)[CH:40]=[CH:41][CH:62]=2)[CH:66]=[N:67]1. (2) The reactants are [O:1]=[C:2]1[C:10]2[C:5](=[CH:6][CH:7]=[CH:8][CH:9]=2)[C:4](=[O:11])[N:3]1[CH2:12][CH2:13][CH2:14][N:15]1[CH:19]=[C:18]([CH:20]=O)[N:17]=[N:16]1.[CH3:22][N:23](CC#C)[CH:24]1[C:33]2[N:32]=[CH:31][CH:30]=[CH:29][C:28]=2[CH2:27][CH2:26][CH2:25]1.C(O[BH-](OC(=O)C)OC(=O)C)(=O)C.[Na+].C(=O)(O)[O-].[Na+]. The catalyst is C(O)(=O)C.ClCCCl. The product is [CH3:22][N:23]([CH2:20][C:18]1[N:17]=[N:16][N:15]([CH2:14][CH2:13][CH2:12][N:3]2[C:4](=[O:11])[C:5]3[C:10](=[CH:9][CH:8]=[CH:7][CH:6]=3)[C:2]2=[O:1])[CH:19]=1)[CH:24]1[C:33]2[N:32]=[CH:31][CH:30]=[CH:29][C:28]=2[CH2:27][CH2:26][CH2:25]1. The yield is 0.800. (3) The reactants are CCN(C(C)C)C(C)C.[CH3:10][O:11][C:12]1[CH:13]=[CH:14][CH:15]=[C:16]2[C:21]=1[O:20][C:19](=[O:22])[C:18]([C:23]([OH:25])=O)=[CH:17]2.CN(C(ON1N=NC2C=CC=NC1=2)=[N+](C)C)C.F[P-](F)(F)(F)(F)F.[CH3:50][O:51][C:52]1[N:57]=[CH:56][C:55]([C:58]2[CH:59]=[C:60]([NH2:64])[CH:61]=[CH:62][CH:63]=2)=[CH:54][CH:53]=1. The catalyst is CN(C=O)C. The product is [CH3:50][O:51][C:52]1[N:57]=[CH:56][C:55]([C:58]2[CH:59]=[C:60]([NH:64][C:23]([C:18]3[C:19](=[O:22])[O:20][C:21]4[C:16]([CH:17]=3)=[CH:15][CH:14]=[CH:13][C:12]=4[O:11][CH3:10])=[O:25])[CH:61]=[CH:62][CH:63]=2)=[CH:54][CH:53]=1. The yield is 0.840. (4) The reactants are [CH3:1][O:2][C:3]([C:5]1[N:6]([S:13]([CH3:16])(=[O:15])=[O:14])[CH:7]=[C:8]([C:10]([OH:12])=O)[CH:9]=1)=[O:4].C(Cl)(=O)C(Cl)=O.[F:23][C:24]1[C:29]([F:30])=[CH:28][CH:27]=[CH:26][C:25]=1[NH2:31].C(N(CC)CC)C.Cl. The catalyst is C(Cl)Cl.CN(C=O)C. The product is [CH3:1][O:2][C:3]([C:5]1[N:6]([S:13]([CH3:16])(=[O:15])=[O:14])[CH:7]=[C:8]([C:10](=[O:12])[NH:31][C:25]2[CH:26]=[CH:27][CH:28]=[C:29]([F:30])[C:24]=2[F:23])[CH:9]=1)=[O:4]. The yield is 0.980. (5) The reactants are [N+:1]([C:4]1[C:12]2[C:7](=[CH:8][CH:9]=[CH:10][CH:11]=2)[NH:6][CH:5]=1)([O-:3])=[O:2].[H-].[Na+].Br[CH2:16][C:17]([O:19][CH2:20][CH3:21])=[O:18]. The catalyst is CN(C=O)C. The product is [N+:1]([C:4]1[C:12]2[C:7](=[CH:8][CH:9]=[CH:10][CH:11]=2)[N:6]([CH2:16][C:17]([O:19][CH2:20][CH3:21])=[O:18])[CH:5]=1)([O-:3])=[O:2]. The yield is 0.640. (6) The reactants are Br[CH2:2][CH2:3][CH2:4][N:5]1[C:13](=[O:14])[C:12]2[C:7](=[CH:8][CH:9]=[CH:10][CH:11]=2)[C:6]1=[O:15].[NH:16]1[CH:20]=[CH:19][N:18]=[CH:17]1.C([O-])([O-])=O.[K+].[K+]. The catalyst is C(#N)C. The product is [N:16]1([CH2:2][CH2:3][CH2:4][N:5]2[C:13](=[O:14])[C:12]3[C:7](=[CH:8][CH:9]=[CH:10][CH:11]=3)[C:6]2=[O:15])[CH:20]=[CH:19][N:18]=[CH:17]1. The yield is 0.510. (7) The reactants are [C:1]([C@H:5]1[CH2:10][CH2:9][C@H:8]([O:11][C:12]2[C:13](I)=[C:14]3[C:19](=[CH:20][CH:21]=2)[CH:18]=[C:17]([CH2:22][N:23]2[CH2:26][CH:25]([C:27]([O:29][CH3:30])=[O:28])[CH2:24]2)[CH:16]=[CH:15]3)[CH2:7][CH2:6]1)([CH3:4])([CH3:3])[CH3:2].[CH3:32]B(O)O.C([O-])([O-])=O.[K+].[K+].ClCCl. No catalyst specified. The product is [C:1]([C@H:5]1[CH2:10][CH2:9][C@H:8]([O:11][C:12]2[C:13]([CH3:32])=[C:14]3[C:19](=[CH:20][CH:21]=2)[CH:18]=[C:17]([CH2:22][N:23]2[CH2:26][CH:25]([C:27]([O:29][CH3:30])=[O:28])[CH2:24]2)[CH:16]=[CH:15]3)[CH2:7][CH2:6]1)([CH3:4])([CH3:3])[CH3:2]. The yield is 0.330.